From a dataset of Forward reaction prediction with 1.9M reactions from USPTO patents (1976-2016). Predict the product of the given reaction. (1) Given the reactants C(OC([NH:11][C@H:12]([C:19]([NH:21][C:22]1[CH:23]=[C:24]([CH2:29][C@H:30]([CH3:36])[C:31]([O:33][CH2:34][CH3:35])=[O:32])[CH:25]=[CH:26][C:27]=1[F:28])=[O:20])[CH:13]([C:15]([F:18])([F:17])[F:16])[CH3:14])=O)C1C=CC=CC=1, predict the reaction product. The product is: [F:28][C:27]1[CH:26]=[CH:25][C:24]([CH2:29][C@H:30]([CH3:36])[C:31]([O:33][CH2:34][CH3:35])=[O:32])=[CH:23][C:22]=1[NH:21][C:19](=[O:20])[C@H:12]([CH:13]([C:15]([F:18])([F:17])[F:16])[CH3:14])[NH2:11]. (2) The product is: [CH3:10][C:8]1[N:9]=[C:5]([NH:4][C:1](=[O:3])[CH3:2])[S:6][C:7]=1[C:12]1[CH:17]=[CH:16][N:15]=[C:14]([C:18]([CH3:21])([CH3:20])[CH3:19])[CH:13]=1. Given the reactants [C:1]([NH:4][C:5]1[S:6][CH:7]=[C:8]([CH3:10])[N:9]=1)(=[O:3])[CH3:2].Cl[C:12]1[CH:17]=[CH:16][N:15]=[C:14]([C:18]([CH3:21])([CH3:20])[CH3:19])[CH:13]=1.F[B-](F)(F)F.C([PH+](C(C)(C)C)C(C)(C)C)(C)(C)C.C(=O)([O-])[O-].[Cs+].[Cs+], predict the reaction product. (3) Given the reactants [ClH:1].[N:2]12[CH2:9][CH2:8][CH:5]([CH2:6][CH2:7]1)[CH:4]([C:10]([OH:12])=O)[CH2:3]2.S(Cl)([Cl:15])=O, predict the reaction product. The product is: [ClH:15].[N:2]12[CH2:9][CH2:8][CH:5]([CH2:6][CH2:7]1)[CH:4]([C:10]([Cl:1])=[O:12])[CH2:3]2. (4) Given the reactants [Cl:1][C:2]1[C:11]2[C:6](=[CH:7][CH:8]=[CH:9][CH:10]=2)[C:5]([OH:12])=[C:4]([C:13]([OH:15])=O)[N:3]=1.Cl.C[O:18][C:19](=[O:24])[C:20]([NH2:23])([CH3:22])[CH3:21], predict the reaction product. The product is: [Cl:1][C:2]1[C:11]2[C:6](=[CH:7][CH:8]=[CH:9][CH:10]=2)[C:5]([OH:12])=[C:4]([C:13]([NH:23][C:20]([CH3:22])([CH3:21])[C:19]([OH:24])=[O:18])=[O:15])[N:3]=1. (5) Given the reactants [NH2:1][C:2]1[CH:3]=[CH:4][C:5]([Br:9])=[N:6][C:7]=1[CH3:8].C(N(CC)CC)C.[CH3:17][C:18]1[N:22]([C:23]2[CH:28]=[CH:27][C:26]([C:29]([F:32])([F:31])[F:30])=[CH:25][N:24]=2)[N:21]=[CH:20][C:19]=1[C:33](Cl)=[O:34], predict the reaction product. The product is: [Br:9][C:5]1[N:6]=[C:7]([CH3:8])[C:2]([NH:1][C:33]([C:19]2[CH:20]=[N:21][N:22]([C:23]3[CH:28]=[CH:27][C:26]([C:29]([F:31])([F:32])[F:30])=[CH:25][N:24]=3)[C:18]=2[CH3:17])=[O:34])=[CH:3][CH:4]=1.